This data is from Peptide-MHC class II binding affinity with 134,281 pairs from IEDB. The task is: Regression. Given a peptide amino acid sequence and an MHC pseudo amino acid sequence, predict their binding affinity value. This is MHC class II binding data. (1) The binding affinity (normalized) is 0.406. The MHC is DRB1_0405 with pseudo-sequence DRB1_0405. The peptide sequence is KTGQALVVGIYDEPM. (2) The peptide sequence is NKAGVRIYVDIVLNH. The MHC is HLA-DPA10103-DPB10301 with pseudo-sequence HLA-DPA10103-DPB10301. The binding affinity (normalized) is 0.914. (3) The peptide sequence is QMATTLPVQRHPRSL. The MHC is DRB1_0405 with pseudo-sequence DRB1_0405. The binding affinity (normalized) is 0.160. (4) The peptide sequence is IGECHMSESYIDR. The MHC is HLA-DQA10501-DQB10301 with pseudo-sequence HLA-DQA10501-DQB10301. The binding affinity (normalized) is 0.0885. (5) The peptide sequence is GEQARYLALLEA. The MHC is H-2-IAs with pseudo-sequence H-2-IAs. The binding affinity (normalized) is 0. (6) The peptide sequence is GEMRLRDDQRKVFRE. The MHC is DRB3_0101 with pseudo-sequence DRB3_0101. The binding affinity (normalized) is 0.575. (7) The peptide sequence is LAVLRKVKRVVASLM. The MHC is H-2-IAb with pseudo-sequence H-2-IAb. The binding affinity (normalized) is 0.0318.